From a dataset of Forward reaction prediction with 1.9M reactions from USPTO patents (1976-2016). Predict the product of the given reaction. (1) Given the reactants [Cl:1][C:2]([Cl:7])([Cl:6])[C:3](Cl)=[O:4].[CH3:8][N:9]1[CH:13]=[CH:12][N:11]=[CH:10]1.C(N(CC)CC)C, predict the reaction product. The product is: [Cl:1][C:2]([Cl:7])([Cl:6])[C:3]([C:10]1[N:9]([CH3:8])[CH:13]=[CH:12][N:11]=1)=[O:4]. (2) Given the reactants [CH3:1][C:2]1([CH3:46])[C:10]2[C:5](=[CH:6][CH:7]=[CH:8][CH:9]=2)[N:4]([CH:11]2[CH2:16][CH2:15][N:14]([C:17](=[O:44])[C@@H:18]([NH:27][C:28]([N:30]3[CH2:34][CH2:33][C@H:32]([N:35](C)[C:36](=O)OC(C)(C)C)[CH2:31]3)=[O:29])[CH2:19][CH2:20][C:21]3[CH:26]=[CH:25][CH:24]=[CH:23][CH:22]=3)[CH2:13][CH2:12]2)[C:3]1=[O:45], predict the reaction product. The product is: [CH3:1][C:2]1([CH3:46])[C:10]2[C:5](=[CH:6][CH:7]=[CH:8][CH:9]=2)[N:4]([CH:11]2[CH2:16][CH2:15][N:14]([C:17](=[O:44])[C@@H:18]([NH:27][C:28]([N:30]3[CH2:34][CH2:33][C@H:32]([NH:35][CH3:36])[CH2:31]3)=[O:29])[CH2:19][CH2:20][C:21]3[CH:22]=[CH:23][CH:24]=[CH:25][CH:26]=3)[CH2:13][CH2:12]2)[C:3]1=[O:45].